Dataset: Full USPTO retrosynthesis dataset with 1.9M reactions from patents (1976-2016). Task: Predict the reactants needed to synthesize the given product. (1) Given the product [CH2:65]([N:69]([CH2:70][CH:71]([CH3:73])[CH3:72])[C:2]1[N:7]=[C:6]([O:8][CH3:9])[C:5]([C:10]2[C:19]3[C:14](=[CH:15][C:16]([S:20]([NH:23][C:24]4[CH:29]=[CH:28][N:27]=[CH:26][N:25]=4)(=[O:22])=[O:21])=[CH:17][CH:18]=3)[CH:13]=[CH:12][N:11]=2)=[CH:4][CH:3]=1)[CH:66]([CH3:68])[CH3:67], predict the reactants needed to synthesize it. The reactants are: F[C:2]1[N:7]=[C:6]([O:8][CH3:9])[C:5]([C:10]2[C:19]3[C:14](=[CH:15][C:16]([S:20]([NH:23][C:24]4[CH:29]=[CH:28][N:27]=[CH:26][N:25]=4)(=[O:22])=[O:21])=[CH:17][CH:18]=3)[CH:13]=[CH:12][N:11]=2)=[CH:4][CH:3]=1.FC1C(C2C3C(=CC(S(NC4C=CN=CN=4)(=O)=O)=CC=3)C=CN=2)=CC=C(OC)N=1.C([O-])([O-])=O.[K+].[K+].[CH2:65]([NH:69][CH2:70][CH:71]([CH3:73])[CH3:72])[CH:66]([CH3:68])[CH3:67]. (2) Given the product [Cl:44][C:41]1[CH:40]=[CH:39][C:38]([CH:8]([C:5]2[CH:6]=[CH:7][C:2]([Cl:1])=[CH:3][CH:4]=2)[C:9]2[CH:10]=[C:11]3[C:16](=[CH:17][CH:18]=2)[N:15]=[C:14]([O:19][CH2:20][CH2:21][CH2:22][C:23]([NH2:48])=[O:25])[N:13]=[C:12]3[NH:26][CH2:27][C:28]2[CH:29]=[CH:30][C:31]([C:34]([F:35])([F:37])[F:36])=[CH:32][CH:33]=2)=[CH:43][CH:42]=1, predict the reactants needed to synthesize it. The reactants are: [Cl:1][C:2]1[CH:7]=[CH:6][C:5]([CH:8]([C:38]2[CH:43]=[CH:42][C:41]([Cl:44])=[CH:40][CH:39]=2)[C:9]2[CH:10]=[C:11]3[C:16](=[CH:17][CH:18]=2)[N:15]=[C:14]([O:19][CH2:20][CH2:21][CH2:22][C:23]([OH:25])=O)[N:13]=[C:12]3[NH:26][CH2:27][C:28]2[CH:33]=[CH:32][C:31]([C:34]([F:37])([F:36])[F:35])=[CH:30][CH:29]=2)=[CH:4][CH:3]=1.[NH4+].[Cl-].C[N:48](C(ON1N=NC2C=CC=NC1=2)=[N+](C)C)C.F[P-](F)(F)(F)(F)F.CCN(C(C)C)C(C)C. (3) Given the product [Si:1]([O:8][CH2:9][CH:10]1[CH2:11][NH:12][CH2:13][CH2:14][N:15]1[CH:16]1[CH2:19][O:18][CH2:17]1)([C:4]([CH3:7])([CH3:5])[CH3:6])([CH3:3])[CH3:2], predict the reactants needed to synthesize it. The reactants are: [Si:1]([O:8][CH2:9][CH:10]1[N:15]([CH:16]2[CH2:19][O:18][CH2:17]2)[CH2:14][CH2:13][N:12](C(OC(C)(C)C)=O)[CH2:11]1)([C:4]([CH3:7])([CH3:6])[CH3:5])([CH3:3])[CH3:2].C(O)(C(F)(F)F)=O.